From a dataset of Forward reaction prediction with 1.9M reactions from USPTO patents (1976-2016). Predict the product of the given reaction. Given the reactants [F:1][C:2]1[CH:3]=[C:4]([N:9]2[C:14](=[O:15])[C:13]([O:16][CH2:17][CH2:18][C:19]([OH:22])([CH3:21])[CH3:20])=[C:12](Br)[CH:11]=[N:10]2)[CH:5]=[CH:6][C:7]=1[F:8].[CH3:24][S:25][C:26]1[CH:31]=[CH:30][C:29](B(O)O)=[CH:28][CH:27]=1.C([O-])([O-])=O.[K+].[K+], predict the reaction product. The product is: [F:1][C:2]1[CH:3]=[C:4]([N:9]2[C:14](=[O:15])[C:13]([O:16][CH2:17][CH2:18][C:19]([OH:22])([CH3:21])[CH3:20])=[C:12]([C:29]3[CH:30]=[CH:31][C:26]([S:25][CH3:24])=[CH:27][CH:28]=3)[CH:11]=[N:10]2)[CH:5]=[CH:6][C:7]=1[F:8].